Dataset: Peptide-MHC class I binding affinity with 185,985 pairs from IEDB/IMGT. Task: Regression. Given a peptide amino acid sequence and an MHC pseudo amino acid sequence, predict their binding affinity value. This is MHC class I binding data. (1) The peptide sequence is YLKKGRLSL. The MHC is HLA-A30:01 with pseudo-sequence HLA-A30:01. The binding affinity (normalized) is 0.325. (2) The peptide sequence is RSHAAIGAY. The MHC is HLA-A11:01 with pseudo-sequence HLA-A11:01. The binding affinity (normalized) is 0.0847. (3) The peptide sequence is RGRGVAIHR. The MHC is HLA-A02:03 with pseudo-sequence HLA-A02:03. The binding affinity (normalized) is 0.0847. (4) The peptide sequence is KVYNGIFVDT. The MHC is HLA-A02:06 with pseudo-sequence HLA-A02:06. The binding affinity (normalized) is 0.103. (5) The peptide sequence is DYPYRLWHY. The MHC is HLA-A24:02 with pseudo-sequence HLA-A24:02. The binding affinity (normalized) is 0.192. (6) The peptide sequence is SDDQLRLLK. The MHC is HLA-A02:03 with pseudo-sequence HLA-A02:03. The binding affinity (normalized) is 0.0847. (7) The peptide sequence is QIFNIISYI. The MHC is HLA-A02:02 with pseudo-sequence HLA-A02:02. The binding affinity (normalized) is 0.565. (8) The peptide sequence is NSSKVSQNY. The MHC is HLA-A69:01 with pseudo-sequence HLA-A69:01. The binding affinity (normalized) is 0.0847. (9) The peptide sequence is VLEIINDKGK. The MHC is HLA-A33:01 with pseudo-sequence HLA-A33:01. The binding affinity (normalized) is 0. (10) The peptide sequence is TIHLATAPK. The MHC is HLA-A26:01 with pseudo-sequence HLA-A26:01. The binding affinity (normalized) is 0.0847.